Dataset: TCR-epitope binding with 47,182 pairs between 192 epitopes and 23,139 TCRs. Task: Binary Classification. Given a T-cell receptor sequence (or CDR3 region) and an epitope sequence, predict whether binding occurs between them. (1) The epitope is AYILFTRFFYV. The TCR CDR3 sequence is CASSYDNRGLYEQYF. Result: 0 (the TCR does not bind to the epitope). (2) Result: 1 (the TCR binds to the epitope). The TCR CDR3 sequence is CASSARGQGGYNEQFF. The epitope is FVDGVPFVV. (3) The epitope is FLPRVFSAV. The TCR CDR3 sequence is CASSFLGLHTGELFF. Result: 1 (the TCR binds to the epitope). (4) The epitope is FLLNKEMYL. The TCR CDR3 sequence is CASSDRGANSYNEQFF. Result: 0 (the TCR does not bind to the epitope). (5) The epitope is KLGGALQAK. The TCR CDR3 sequence is CASMGTGFDGYTF. Result: 1 (the TCR binds to the epitope). (6) The epitope is TLDSKTQSL. The TCR CDR3 sequence is CASSLGVSQETQYF. Result: 0 (the TCR does not bind to the epitope).